From a dataset of Forward reaction prediction with 1.9M reactions from USPTO patents (1976-2016). Predict the product of the given reaction. (1) The product is: [Br:1][C:2]1[CH:10]=[C:9]2[C:5]([CH2:6][C:7]3([CH2:14][CH2:13][C:12](=[O:16])[CH2:20][CH2:19]3)[C:8]2=[O:11])=[CH:4][CH:3]=1. Given the reactants [Br:1][C:2]1[CH:10]=[C:9]2[C:5]([CH2:6][CH2:7][C:8]2=[O:11])=[CH:4][CH:3]=1.[C:12]([O:16]C)(=O)[CH:13]=[CH2:14].[K].[C:19]1(C)C=CC=C[CH:20]=1.[OH-].[K+], predict the reaction product. (2) Given the reactants [C:1]([C:5]1[CH:9]=[C:8]([CH2:10][NH:11]C(=O)OC(C)(C)C)[N:7]([C:19]2[CH:24]=[CH:23][C:22]([F:25])=[CH:21][CH:20]=2)[N:6]=1)([CH3:4])([CH3:3])[CH3:2].FC(F)(F)C(O)=O, predict the reaction product. The product is: [C:1]([C:5]1[CH:9]=[C:8]([CH2:10][NH2:11])[N:7]([C:19]2[CH:20]=[CH:21][C:22]([F:25])=[CH:23][CH:24]=2)[N:6]=1)([CH3:4])([CH3:2])[CH3:3]. (3) Given the reactants [CH3:1][O:2][C:3]1[CH:4]=[CH:5][C:6]([C@H:9]2[CH2:11][C@@H:10]2[CH2:12][O:13][C:14]2[C:19]([C:20]3[CH2:25][CH2:24][CH2:23][C:22](=[O:26])[CH:21]=3)=[CH:18][N:17]=[C:16]([CH3:27])[N:15]=2)=[N:7][CH:8]=1.[NH4+].[Cl-], predict the reaction product. The product is: [CH3:1][O:2][C:3]1[CH:4]=[CH:5][C:6]([C@H:9]2[CH2:11][C@@H:10]2[CH2:12][O:13][C:14]2[C:19]([CH:20]3[CH2:25][CH2:24][CH2:23][C:22](=[O:26])[CH2:21]3)=[CH:18][N:17]=[C:16]([CH3:27])[N:15]=2)=[N:7][CH:8]=1. (4) Given the reactants [Si:1]([O:8][CH:9]1[CH2:18][C:17]2[C:12](=[CH:13][CH:14]=[CH:15][CH:16]=2)[N:11]([C:19]2[C:23]3[CH2:24][N:25]([C:28](=[O:30])[CH3:29])[CH2:26][CH2:27][C:22]=3[N:21]([C@H:31]3[CH2:35][CH2:34][O:33][CH2:32]3)[N:20]=2)[CH2:10]1)([C:4]([CH3:7])([CH3:6])[CH3:5])([CH3:3])[CH3:2].[Br:36]N1C(=O)CCC1=O.O, predict the reaction product. The product is: [Br:36][C:15]1[CH:16]=[C:17]2[C:12](=[CH:13][CH:14]=1)[N:11]([C:19]1[C:23]3[CH2:24][N:25]([C:28](=[O:30])[CH3:29])[CH2:26][CH2:27][C:22]=3[N:21]([C@H:31]3[CH2:35][CH2:34][O:33][CH2:32]3)[N:20]=1)[CH2:10][CH:9]([O:8][Si:1]([C:4]([CH3:6])([CH3:7])[CH3:5])([CH3:2])[CH3:3])[CH2:18]2. (5) The product is: [CH3:1][C:2]1[CH:7]=[C:6]([CH3:8])[N:5]=[C:4]([N:9]2[CH2:14][CH2:13][N:12]([C:15]3[CH:20]=[CH:19][C:18]([NH2:21])=[CH:17][CH:16]=3)[CH2:11][CH2:10]2)[CH:3]=1. Given the reactants [CH3:1][C:2]1[CH:7]=[C:6]([CH3:8])[N:5]=[C:4]([N:9]2[CH2:14][CH2:13][N:12]([C:15]3[CH:20]=[CH:19][C:18]([N+:21]([O-])=O)=[CH:17][CH:16]=3)[CH2:11][CH2:10]2)[CH:3]=1, predict the reaction product. (6) Given the reactants [CH3:1][O:2][C:3]([C:5]1([CH2:10][CH2:11][N:12]=[N+]=[N-])[CH2:9][CH2:8][CH2:7][CH2:6]1)=[O:4].[C:15]([O:19][C:20](O[C:20]([O:19][C:15]([CH3:18])([CH3:17])[CH3:16])=[O:21])=[O:21])([CH3:18])([CH3:17])[CH3:16], predict the reaction product. The product is: [CH3:1][O:2][C:3]([C:5]1([CH2:10][CH2:11][NH:12][C:20]([O:19][C:15]([CH3:18])([CH3:17])[CH3:16])=[O:21])[CH2:9][CH2:8][CH2:7][CH2:6]1)=[O:4]. (7) The product is: [CH3:12][C:2]1[C:6]([CH3:7])=[CH:5][S:4][C:3]=1[C:8]([O:10][CH3:11])=[O:9]. Given the reactants I[C:2]1[C:6]([CH3:7])=[CH:5][S:4][C:3]=1[C:8]([O:10][CH3:11])=[O:9].[CH3:12]B1OB(C)OB(C)O1, predict the reaction product.